This data is from Peptide-MHC class I binding affinity with 185,985 pairs from IEDB/IMGT. The task is: Regression. Given a peptide amino acid sequence and an MHC pseudo amino acid sequence, predict their binding affinity value. This is MHC class I binding data. (1) The peptide sequence is RYSIFFDY. The MHC is HLA-A30:02 with pseudo-sequence HLA-A30:02. The binding affinity (normalized) is 0.882. (2) The peptide sequence is KAMLYIIRR. The binding affinity (normalized) is 0.537. The MHC is HLA-A33:01 with pseudo-sequence HLA-A33:01.